The task is: Regression. Given two drug SMILES strings and cell line genomic features, predict the synergy score measuring deviation from expected non-interaction effect.. This data is from NCI-60 drug combinations with 297,098 pairs across 59 cell lines. Drug 1: CC1=C(C=C(C=C1)NC2=NC=CC(=N2)N(C)C3=CC4=NN(C(=C4C=C3)C)C)S(=O)(=O)N.Cl. Drug 2: C1C(C(OC1N2C=C(C(=O)NC2=O)F)CO)O. Cell line: HCT116. Synergy scores: CSS=39.8, Synergy_ZIP=1.51, Synergy_Bliss=0.938, Synergy_Loewe=-26.1, Synergy_HSA=0.514.